This data is from Full USPTO retrosynthesis dataset with 1.9M reactions from patents (1976-2016). The task is: Predict the reactants needed to synthesize the given product. (1) The reactants are: [F:1][C:2]1[CH:7]=[C:6]([C:8](=O)[CH2:9][CH:10]([C:17]2[CH:22]=[CH:21][CH:20]=[CH:19][CH:18]=2)[C:11]2[CH:16]=[CH:15][CH:14]=[CH:13][CH:12]=2)[C:5]([CH3:24])=[CH:4][N:3]=1.Cl.[NH2:26][OH:27].C([O-])(O)=O.[Na+]. Given the product [F:1][C:2]1[CH:7]=[C:6]([C:8](=[N:26][OH:27])[CH2:9][CH:10]([C:17]2[CH:22]=[CH:21][CH:20]=[CH:19][CH:18]=2)[C:11]2[CH:16]=[CH:15][CH:14]=[CH:13][CH:12]=2)[C:5]([CH3:24])=[CH:4][N:3]=1, predict the reactants needed to synthesize it. (2) Given the product [Cl:28][C:25]1[CH:24]=[CH:23][C:22]([O:21][CH2:20][C:19]([N:10]2[C:11]3[CH:18]=[CH:17][CH:16]=[CH:15][C:12]=3[CH2:13][N:14]3[C:5]([C:3]([NH:38][CH2:37][C:36]4[CH:39]=[CH:40][CH:41]=[C:34]([C:33]([F:32])([F:42])[F:43])[CH:35]=4)=[O:4])=[CH:6][CH:7]=[C:8]3[CH2:9]2)=[O:29])=[CH:27][CH:26]=1, predict the reactants needed to synthesize it. The reactants are: ClC(Cl)(Cl)[C:3]([C:5]1[N:14]2[C:8]([CH2:9][N:10]([C:19](=[O:29])[CH2:20][O:21][C:22]3[CH:27]=[CH:26][C:25]([Cl:28])=[CH:24][CH:23]=3)[C:11]3[CH:18]=[CH:17][CH:16]=[CH:15][C:12]=3[CH2:13]2)=[CH:7][CH:6]=1)=[O:4].[F:32][C:33]([F:43])([F:42])[C:34]1[CH:35]=[C:36]([CH:39]=[CH:40][CH:41]=1)[CH2:37][NH2:38]. (3) Given the product [CH2:1]([N:8]1[CH2:13][CH2:12][N:11]([CH2:14][C:15]2[CH:20]=[CH:19][CH:18]=[CH:17][CH:16]=2)[CH2:10][C@H:9]1[CH2:21][CH2:22][C:52]1[CH:57]=[CH:56][C:55]([C:58]([F:61])([F:60])[F:59])=[CH:54][CH:53]=1)[C:2]1[CH:3]=[CH:4][CH:5]=[CH:6][CH:7]=1, predict the reactants needed to synthesize it. The reactants are: [CH2:1]([N:8]1[CH2:13][CH2:12][N:11]([CH2:14][C:15]2[CH:20]=[CH:19][CH:18]=[CH:17][CH:16]=2)[CH2:10][C@H:9]1[CH:21]=[CH2:22])[C:2]1[CH:7]=[CH:6][CH:5]=[CH:4][CH:3]=1.B1C2CCCC1CCC2.C1(P(C2C=CC=CC=2)C2C=CC=CC=2)C=CC=CC=1.I[C:52]1[CH:57]=[CH:56][C:55]([C:58]([F:61])([F:60])[F:59])=[CH:54][CH:53]=1.[OH-].[Na+].